From a dataset of CYP2C19 inhibition data for predicting drug metabolism from PubChem BioAssay. Regression/Classification. Given a drug SMILES string, predict its absorption, distribution, metabolism, or excretion properties. Task type varies by dataset: regression for continuous measurements (e.g., permeability, clearance, half-life) or binary classification for categorical outcomes (e.g., BBB penetration, CYP inhibition). Dataset: cyp2c19_veith. (1) The drug is CN(C)c1ncc2nc(-c3ccccc3)c(=O)n(Cc3cccs3)c2n1. The result is 0 (non-inhibitor). (2) The result is 1 (inhibitor). The molecule is Cc1noc(C)c1-c1nccc(NCc2cccs2)n1. (3) The molecule is Cc1ccc(C(=O)Oc2cc(C)n(C)c(=O)c2)cc1. The result is 0 (non-inhibitor). (4) The result is 0 (non-inhibitor). The drug is Cc1nn(C)c(Cl)c1S(=O)(=O)N[C@@H](c1ccccc1)[C@]1(C)C[C@H]1[C@@H](C)C(=O)Nc1ccc2ccccc2c1. (5) The molecule is Fc1ccc(-c2csc(N3CCC(c4ccccc4)C3)n2)cc1. The result is 1 (inhibitor). (6) The drug is COc1ccccc1CNc1cc(-c2ccccc2CN(C)C)ncn1. The result is 0 (non-inhibitor).